From a dataset of Peptide-MHC class I binding affinity with 185,985 pairs from IEDB/IMGT. Regression. Given a peptide amino acid sequence and an MHC pseudo amino acid sequence, predict their binding affinity value. This is MHC class I binding data. (1) The peptide sequence is QVCHTTVPW. The MHC is Mamu-B17 with pseudo-sequence Mamu-B17. The binding affinity (normalized) is 0.0300. (2) The peptide sequence is STELIRRVR. The MHC is HLA-A03:01 with pseudo-sequence HLA-A03:01. The binding affinity (normalized) is 0.757. (3) The peptide sequence is KLADYLLLQ. The MHC is HLA-B15:01 with pseudo-sequence HLA-B15:01. The binding affinity (normalized) is 0.0847. (4) The binding affinity (normalized) is 0.251. The MHC is HLA-A11:01 with pseudo-sequence HLA-A11:01. The peptide sequence is EWIEFTNFK. (5) The peptide sequence is IVMRYVLDH. The MHC is HLA-A03:01 with pseudo-sequence HLA-A03:01. The binding affinity (normalized) is 0.534. (6) The peptide sequence is DPHGPVQLSYYD. The MHC is HLA-A68:02 with pseudo-sequence HLA-A68:02. The binding affinity (normalized) is 0. (7) The peptide sequence is FLQPTADLL. The MHC is HLA-A02:01 with pseudo-sequence HLA-A02:01. The binding affinity (normalized) is 0.698. (8) The peptide sequence is SSVDEQIQWMY. The MHC is Mamu-B01 with pseudo-sequence Mamu-B01. The binding affinity (normalized) is 0.